From a dataset of Reaction yield outcomes from USPTO patents with 853,638 reactions. Predict the reaction yield, written as a fraction of the theoretical maximum amount of product (1.0 means a 100% yield; for example, 0.34 means a 34% yield). (1) The reactants are Br[C:2]1[S:3][CH:4]=[C:5]([C:7]([CH3:10])([CH3:9])[CH3:8])[N:6]=1.[CH3:11][C:12]1[CH:13]=[C:14]([CH:19]=[CH:20][C:21]=1B1OC(C)(C)C(C)(C)O1)[C:15]([O:17][CH3:18])=[O:16].C(=O)([O-])[O-].[K+].[K+]. The catalyst is O1CCOCC1.O. The product is [C:7]([C:5]1[N:6]=[C:2]([C:21]2[CH:20]=[CH:19][C:14]([C:15]([O:17][CH3:18])=[O:16])=[CH:13][C:12]=2[CH3:11])[S:3][CH:4]=1)([CH3:10])([CH3:9])[CH3:8]. The yield is 0.930. (2) The reactants are [Cl:1][C:2]1[CH:7]=[CH:6][C:5]([S:8]([N:11]([C:15]2[C:16]([CH:22]([C:24]3[C:29]([F:30])=[CH:28][CH:27]=[CH:26][C:25]=3[Cl:31])[OH:23])=[N:17][CH:18]=[C:19]([Cl:21])[CH:20]=2)[CH2:12][O:13][CH3:14])(=[O:10])=[O:9])=[CH:4][C:3]=1[C:32]([F:35])([F:34])[F:33].CC(OI1(OC(C)=O)(OC(C)=O)OC(=O)C2C=CC=CC1=2)=O.[O-]S([O-])(=S)=O.[Na+].[Na+].C([O-])(O)=O.[Na+]. The catalyst is C(Cl)Cl. The product is [Cl:1][C:2]1[CH:7]=[CH:6][C:5]([S:8]([N:11]([C:15]2[C:16]([C:22](=[O:23])[C:24]3[C:29]([F:30])=[CH:28][CH:27]=[CH:26][C:25]=3[Cl:31])=[N:17][CH:18]=[C:19]([Cl:21])[CH:20]=2)[CH2:12][O:13][CH3:14])(=[O:9])=[O:10])=[CH:4][C:3]=1[C:32]([F:33])([F:34])[F:35]. The yield is 0.750. (3) The reactants are [N:1]([C:4]1[CH:5]=[CH:6][C:7]([CH3:10])=[N:8][CH:9]=1)=[C:2]=[O:3].C([O-])(O)=O.[Na+].[NH2:16][C:17]1[CH:18]=[C:19]([CH:35]=[CH:36][CH:37]=1)[CH2:20][CH2:21][N:22]1[CH2:27][CH2:26][N:25]([C:28]([O:30][C:31]([CH3:34])([CH3:33])[CH3:32])=[O:29])[CH2:24][CH2:23]1. The catalyst is CCOC(C)=O. The product is [CH3:10][C:7]1[N:8]=[CH:9][C:4]([NH:1][C:2](=[O:3])[NH:16][C:17]2[CH:18]=[C:19]([CH:35]=[CH:36][CH:37]=2)[CH2:20][CH2:21][N:22]2[CH2:23][CH2:24][N:25]([C:28]([O:30][C:31]([CH3:33])([CH3:34])[CH3:32])=[O:29])[CH2:26][CH2:27]2)=[CH:5][CH:6]=1. The yield is 0.630. (4) The reactants are COC1C(N)=C[C:6]2[N:12]([CH3:13])[CH2:11][CH2:10][CH2:9][NH:8][C:7]=2C=1.[CH3:16][O:17][CH:18](O)[CH3:19].Cl[C:22]1[N:27]=[C:26]([NH:28][C:29]2[CH:34]=[CH:33][C:32]([N:35]3[CH2:40][CH2:39][O:38][CH2:37][CH2:36]3)=[CH:31][C:30]=2[O:41][CH3:42])[C:25]([Cl:43])=[CH:24][N:23]=1.C[C:45]1([CH3:58])[C@]2(CS(O)(=O)=O)C(C[C@H]1CC2)=O.C(=O)([O-])[O-].[NH3:63]. The catalyst is CO.ClCCl. The product is [Cl:43][C:25]1[C:26]([NH:28][C:29]2[CH:34]=[CH:33][C:32]([N:35]3[CH2:40][CH2:39][O:38][CH2:37][CH2:36]3)=[CH:31][C:30]=2[O:41][CH3:42])=[N:27][C:22]([NH:63][C:45]2[C:18]([O:17][CH3:16])=[CH:19][C:7]3[CH2:8][NH:9][CH2:10][CH2:11][N:12]([CH3:13])[C:6]=3[CH:58]=2)=[N:23][CH:24]=1. The yield is 0.340. (5) The reactants are [F:1][C:2]1[CH:11]=[CH:10][CH:9]=[C:8]2[C:3]=1[CH2:4][NH:5][C:6]([CH3:12])=[N:7]2. The catalyst is C(Cl)(Cl)Cl.[O-2].[Mn+4].[O-2]. The product is [F:1][C:2]1[CH:11]=[CH:10][CH:9]=[C:8]2[C:3]=1[CH:4]=[N:5][C:6]([CH3:12])=[N:7]2. The yield is 0.980.